From a dataset of Full USPTO retrosynthesis dataset with 1.9M reactions from patents (1976-2016). Predict the reactants needed to synthesize the given product. (1) Given the product [CH3:18][C:19]1([CH3:32])[CH2:24][N:23]([CH2:2][C:3]2[N:7]([C:8]3[CH:13]=[CH:12][CH:11]=[C:10]([C:14]([F:17])([F:16])[F:15])[CH:9]=3)[N:6]=[N:5][N:4]=2)[CH2:22][CH2:21][N:20]1[C:25]([O:27][C:28]([CH3:31])([CH3:30])[CH3:29])=[O:26], predict the reactants needed to synthesize it. The reactants are: Cl[CH2:2][C:3]1[N:7]([C:8]2[CH:13]=[CH:12][CH:11]=[C:10]([C:14]([F:17])([F:16])[F:15])[CH:9]=2)[N:6]=[N:5][N:4]=1.[CH3:18][C:19]1([CH3:32])[CH2:24][NH:23][CH2:22][CH2:21][N:20]1[C:25]([O:27][C:28]([CH3:31])([CH3:30])[CH3:29])=[O:26].C(N(CC)CC)C. (2) Given the product [Cl:1][C:2]1[CH:3]=[C:4]([NH:9][C:10]2[C:19]3[C:14](=[CH:15][C:16]([O:40][CH3:41])=[C:17]([O:20][CH2:21][CH2:22][CH2:23][N:24]4[CH2:32][CH:31]5[CH:26]([NH:27][CH2:28][CH2:29][CH2:30]5)[CH2:25]4)[CH:18]=3)[N:13]=[CH:12][N:11]=2)[CH:5]=[CH:6][C:7]=1[F:8], predict the reactants needed to synthesize it. The reactants are: [Cl:1][C:2]1[CH:3]=[C:4]([NH:9][C:10]2[C:19]3[C:14](=[CH:15][C:16]([O:40][CH3:41])=[C:17]([O:20][CH2:21][CH2:22][CH2:23][N:24]4[CH2:32][CH:31]5[CH:26]([N:27](C(OC(C)(C)C)=O)[CH2:28][CH2:29][CH2:30]5)[CH2:25]4)[CH:18]=3)[N:13]=[CH:12][N:11]=2)[CH:5]=[CH:6][C:7]=1[F:8].Cl.